From a dataset of Forward reaction prediction with 1.9M reactions from USPTO patents (1976-2016). Predict the product of the given reaction. Given the reactants [Si]([O:8][C@@H:9]1[CH2:14][C@@H:13]([F:15])[CH2:12][NH:11][CH2:10]1)(C(C)(C)C)(C)C.Cl.[CH:17]([OH:20])([CH3:19])C.[CH3:21][OH:22], predict the reaction product. The product is: [F:15][C@@H:13]1[CH2:14][C@@H:9]([OH:8])[CH2:10][N:11]([C:21]([O:20][CH2:17][C:19]2[CH:10]=[CH:9][CH:14]=[CH:13][CH:12]=2)=[O:22])[CH2:12]1.